This data is from Forward reaction prediction with 1.9M reactions from USPTO patents (1976-2016). The task is: Predict the product of the given reaction. (1) The product is: [Br:10][C:11]1[CH:18]=[CH:17][C:14]([CH:15]2[C:2]([C:1]([O:7][CH2:8][CH3:9])=[O:6])=[C:3]([CH3:5])[NH:19][C:3]([CH3:5])=[C:2]2[C:1]([O:7][CH2:8][CH3:9])=[O:20])=[CH:13][CH:12]=1. Given the reactants [C:1]([O:7][CH2:8][CH3:9])(=[O:6])[CH2:2][C:3]([CH3:5])=O.[Br:10][C:11]1[CH:18]=[CH:17][C:14]([CH:15]=O)=[CH:13][CH:12]=1.[NH4+:19].[OH-:20], predict the reaction product. (2) The product is: [CH3:11][C:6]1[CH:5]=[C:4]([CH2:3][CH:21]([C:14]2[C:15]([CH3:20])([CH3:19])[CH2:16][CH2:17][CH2:18][C:13]=2[CH3:12])[OH:22])[CH:9]=[CH:8][C:7]=1[CH3:10]. Given the reactants [Mg].Br[CH2:3][C:4]1[CH:9]=[CH:8][C:7]([CH3:10])=[C:6]([CH3:11])[CH:5]=1.[CH3:12][C:13]1[CH2:18][CH2:17][CH2:16][C:15]([CH3:20])([CH3:19])[C:14]=1[CH:21]=[O:22], predict the reaction product. (3) Given the reactants [CH:1]1([C:6]([C:8]2[CH:13]=[C:12]([O:14][CH3:15])[CH:11]=[CH:10][C:9]=2[OH:16])=[O:7])[CH2:5][CH:4]=[CH:3][CH2:2]1.N1C=CC=CC=1.[F:23][C:24]([F:37])([F:36])[S:25](O[S:25]([C:24]([F:37])([F:36])[F:23])(=[O:27])=[O:26])(=[O:27])=[O:26].Cl, predict the reaction product. The product is: [CH:1]1([C:6]([C:8]2[CH:13]=[C:12]([O:14][CH3:15])[CH:11]=[CH:10][C:9]=2[O:16][S:25]([C:24]([F:37])([F:36])[F:23])(=[O:27])=[O:26])=[O:7])[CH2:2][CH:3]=[CH:4][CH2:5]1. (4) Given the reactants [CH:1]1([N:5]2[C:9]3=[N:10][C:11]([C:14]([F:17])([F:16])[F:15])=[CH:12][CH:13]=[C:8]3[N:7]=[C:6]2[NH2:18])[CH2:4][CH2:3][CH2:2]1.[CH3:19][C:20]1([CH3:26])[CH2:24][O:23][C:22](=[O:25])[CH2:21]1.C[Al](C)C.CO.C(Cl)Cl, predict the reaction product. The product is: [CH:1]1([N:5]2[C:9]3=[N:10][C:11]([C:14]([F:17])([F:16])[F:15])=[CH:12][CH:13]=[C:8]3[N:7]=[C:6]2[NH:18][C:22](=[O:25])[CH2:21][C:20]([CH3:26])([CH3:19])[CH2:24][OH:23])[CH2:2][CH2:3][CH2:4]1. (5) Given the reactants [ClH:1].C(OC([N:9]1[CH2:16][CH2:15][C:14]2([CH3:20])[C:17]([CH3:19])([CH3:18])[CH:10]1[CH2:11][C:12]1[CH:24]=[C:23]3[O:25][CH2:26][O:27][C:22]3=[CH:21][C:13]=12)=O)(C)(C)C, predict the reaction product. The product is: [CH2:26]1[O:25][C:23]2[C:22](=[CH:21][C:13]3[C:14]4([CH3:20])[C:17]([CH3:18])([CH3:19])[CH:10]([NH:9][CH2:16][CH2:15]4)[CH2:11][C:12]=3[CH:24]=2)[O:27]1.[ClH:1]. (6) The product is: [CH3:10][C:4]1([C:7]([OH:9])=[O:8])[CH2:5][CH2:6][O:1][CH2:2][CH2:3]1. Given the reactants [O:1]1[CH2:6][CH2:5][CH:4]([C:7]([OH:9])=[O:8])[CH2:3][CH2:2]1.[CH3:10]I, predict the reaction product.